The task is: Predict the product of the given reaction.. This data is from Forward reaction prediction with 1.9M reactions from USPTO patents (1976-2016). (1) Given the reactants Br[C:2]1[CH:11]=[C:10]2[C:5]([CH:6]=[C:7]([Cl:12])[CH:8]=[N:9]2)=[CH:4][CH:3]=1.[B:13]1([B:13]2[O:17][C:16]([CH3:19])([CH3:18])[C:15]([CH3:21])([CH3:20])[O:14]2)[O:17][C:16]([CH3:19])([CH3:18])[C:15]([CH3:21])([CH3:20])[O:14]1.C([O-])(=O)C.[K+], predict the reaction product. The product is: [Cl:12][C:7]1[CH:8]=[N:9][C:10]2[C:5]([CH:6]=1)=[CH:4][CH:3]=[C:2]([B:13]1[O:17][C:16]([CH3:19])([CH3:18])[C:15]([CH3:21])([CH3:20])[O:14]1)[CH:11]=2. (2) Given the reactants [N:1]1[CH:6]=[CH:5][CH:4]=[C:3]([CH:7]([O:9][C:10]([NH:12][CH2:13][C:14]2[CH:22]=[CH:21][C:17]([C:18]([OH:20])=O)=[CH:16][CH:15]=2)=[O:11])[CH3:8])[CH:2]=1.C(C1NC=CN=1)(C1NC=CN=1)=O.[C:35]1([NH2:42])[CH:40]=[CH:39][CH:38]=[CH:37][C:36]=1[NH2:41].FC(F)(F)C(O)=O, predict the reaction product. The product is: [NH2:41][C:36]1[CH:37]=[CH:38][CH:39]=[CH:40][C:35]=1[NH:42][C:18]([C:17]1[CH:16]=[CH:15][C:14]([CH2:13][NH:12][C:10](=[O:11])[O:9][CH:7]([C:3]2[CH:2]=[N:1][CH:6]=[CH:5][CH:4]=2)[CH3:8])=[CH:22][CH:21]=1)=[O:20]. (3) Given the reactants [Cl:1][C:2]1[CH:7]=[C:6]([CH3:8])[CH:5]=[CH:4][C:3]=1[NH:9][C:10](=[O:44])[CH2:11][C@@H:12]([C:24]1[O:28][N:27]=[C:26]([C:29]2[CH:33]=[C:32]([C:34]([F:40])([F:39])[C:35]([CH3:38])([CH3:37])[CH3:36])[O:31][N:30]=2)[C:25]=1[CH:41]1[CH2:43][CH2:42]1)[CH2:13][CH2:14][CH2:15][O:16]CC1C=CC=CC=1.B(Br)(Br)Br, predict the reaction product. The product is: [Cl:1][C:2]1[CH:7]=[C:6]([CH3:8])[CH:5]=[CH:4][C:3]=1[NH:9][C:10](=[O:44])[CH2:11][C@@H:12]([C:24]1[O:28][N:27]=[C:26]([C:29]2[CH:33]=[C:32]([C:34]([F:40])([F:39])[C:35]([CH3:37])([CH3:38])[CH3:36])[O:31][N:30]=2)[C:25]=1[CH:41]1[CH2:43][CH2:42]1)[CH2:13][CH2:14][CH2:15][OH:16]. (4) Given the reactants [CH2:1]([N:8]1[C:16]2[C:11](=[C:12]([C:17]3[CH:26]=[CH:25][C:20]([O:21][CH2:22][C:23]#[N:24])=[CH:19][CH:18]=3)[CH:13]=[CH:14][CH:15]=2)[C:10]([CH3:27])=[C:9]1[C:28]1[CH:33]=[CH:32][CH:31]=[CH:30][CH:29]=1)[C:2]1[CH:7]=[CH:6][CH:5]=[CH:4][CH:3]=1.[N-:34]=[N+:35]=[N-:36].[Na+].[NH4+].[Cl-], predict the reaction product. The product is: [CH2:1]([N:8]1[C:16]2[C:11](=[C:12]([C:17]3[CH:26]=[CH:25][C:20]([O:21][CH2:22][C:23]4[NH:36][N:35]=[N:34][N:24]=4)=[CH:19][CH:18]=3)[CH:13]=[CH:14][CH:15]=2)[C:10]([CH3:27])=[C:9]1[C:28]1[CH:33]=[CH:32][CH:31]=[CH:30][CH:29]=1)[C:2]1[CH:3]=[CH:4][CH:5]=[CH:6][CH:7]=1.